This data is from Reaction yield outcomes from USPTO patents with 853,638 reactions. The task is: Predict the reaction yield, written as a fraction of the theoretical maximum amount of product (1.0 means a 100% yield; for example, 0.34 means a 34% yield). (1) The reactants are Br[C:2]1[CH:9]=[C:8]([O:10][C:11]2[CH:16]=[CH:15][CH:14]=[CH:13][CH:12]=2)[CH:7]=[CH:6][C:3]=1[CH:4]=[O:5].[B:17]1([B:17]2[O:21][C:20]([CH3:23])([CH3:22])[C:19]([CH3:25])([CH3:24])[O:18]2)[O:21][C:20]([CH3:23])([CH3:22])[C:19]([CH3:25])([CH3:24])[O:18]1.CC([O-])=O.[K+]. The catalyst is O1CCOCC1.C1C=CC(P(C2C=CC=CC=2)[C-]2C=CC=C2)=CC=1.C1C=CC(P(C2C=CC=CC=2)[C-]2C=CC=C2)=CC=1.Cl[Pd]Cl.[Fe+2]. The product is [O:10]([C:8]1[CH:7]=[CH:6][C:3]([CH:4]=[O:5])=[C:2]([B:17]2[O:21][C:20]([CH3:23])([CH3:22])[C:19]([CH3:25])([CH3:24])[O:18]2)[CH:9]=1)[C:11]1[CH:16]=[CH:15][CH:14]=[CH:13][CH:12]=1. The yield is 1.00. (2) The reactants are [C:1]([C:5]1[CH:6]=[C:7]([NH:17]C(=O)OC(C)(C)C)[CH:8]=[C:9]([CH2:11][N:12]2[CH2:16][CH2:15][CH2:14][CH2:13]2)[CH:10]=1)([CH3:4])([CH3:3])[CH3:2]. The catalyst is Cl.CCOCC. The product is [C:1]([C:5]1[CH:6]=[C:7]([CH:8]=[C:9]([CH2:11][N:12]2[CH2:16][CH2:15][CH2:14][CH2:13]2)[CH:10]=1)[NH2:17])([CH3:4])([CH3:2])[CH3:3]. The yield is 1.00. (3) The reactants are [CH3:1][O:2][C:3]1[CH:8]=[CH:7][CH:6]=[CH:5][C:4]=1[C:9](=O)[CH3:10].[NH2:12][C:13]1[S:14]/[C:15](=[CH:19]\[C:20]2[CH:25]=[C:24]([O:26][CH3:27])[C:23]([OH:28])=[C:22]([Cl:29])[CH:21]=2)/[C:16](=[O:18])[N:17]=1. No catalyst specified. The product is [Cl:29][C:22]1[CH:21]=[C:20](/[CH:19]=[C:15]2/[C:16](=[O:18])[N:17]3[CH:10]=[C:9]([C:4]4[CH:5]=[CH:6][CH:7]=[CH:8][C:3]=4[O:2][CH3:1])[N:12]=[C:13]3[S:14]/2)[CH:25]=[C:24]([O:26][CH3:27])[C:23]=1[OH:28]. The yield is 0.0200. (4) The reactants are [H-].[Na+].[CH2:3]([O:10][C:11]1[CH:16]=[CH:15][C:14]([N:17]2[CH2:22][CH2:21][C:20]([C:24]3[CH:29]=[CH:28][C:27]([C:30]([F:33])([F:32])[F:31])=[CH:26][CH:25]=3)([OH:23])[CH2:19][CH2:18]2)=[CH:13][CH:12]=1)[C:4]1[CH:9]=[CH:8][CH:7]=[CH:6][CH:5]=1.I[CH3:35]. The yield is 0.790. The catalyst is CN(C)C=O. The product is [CH2:3]([O:10][C:11]1[CH:12]=[CH:13][C:14]([N:17]2[CH2:18][CH2:19][C:20]([O:23][CH3:35])([C:24]3[CH:25]=[CH:26][C:27]([C:30]([F:33])([F:31])[F:32])=[CH:28][CH:29]=3)[CH2:21][CH2:22]2)=[CH:15][CH:16]=1)[C:4]1[CH:9]=[CH:8][CH:7]=[CH:6][CH:5]=1.